This data is from NCI-60 drug combinations with 297,098 pairs across 59 cell lines. The task is: Regression. Given two drug SMILES strings and cell line genomic features, predict the synergy score measuring deviation from expected non-interaction effect. (1) Drug 1: CC1C(C(CC(O1)OC2CC(OC(C2O)C)OC3=CC4=CC5=C(C(=O)C(C(C5)C(C(=O)C(C(C)O)O)OC)OC6CC(C(C(O6)C)O)OC7CC(C(C(O7)C)O)OC8CC(C(C(O8)C)O)(C)O)C(=C4C(=C3C)O)O)O)O. Drug 2: CC1=C(C=C(C=C1)C(=O)NC2=CC(=CC(=C2)C(F)(F)F)N3C=C(N=C3)C)NC4=NC=CC(=N4)C5=CN=CC=C5. Cell line: CAKI-1. Synergy scores: CSS=18.5, Synergy_ZIP=4.07, Synergy_Bliss=5.45, Synergy_Loewe=-19.1, Synergy_HSA=0.0164. (2) Drug 1: C1CC(C1)(C(=O)O)C(=O)O.[NH2-].[NH2-].[Pt+2]. Drug 2: CS(=O)(=O)CCNCC1=CC=C(O1)C2=CC3=C(C=C2)N=CN=C3NC4=CC(=C(C=C4)OCC5=CC(=CC=C5)F)Cl. Cell line: HCT116. Synergy scores: CSS=4.98, Synergy_ZIP=-1.79, Synergy_Bliss=-1.69, Synergy_Loewe=-4.39, Synergy_HSA=-2.29. (3) Synergy scores: CSS=3.37, Synergy_ZIP=0.516, Synergy_Bliss=3.80, Synergy_Loewe=1.97, Synergy_HSA=1.21. Cell line: A498. Drug 1: C1=CC=C(C(=C1)C(C2=CC=C(C=C2)Cl)C(Cl)Cl)Cl. Drug 2: CC1CCC2CC(C(=CC=CC=CC(CC(C(=O)C(C(C(=CC(C(=O)CC(OC(=O)C3CCCCN3C(=O)C(=O)C1(O2)O)C(C)CC4CCC(C(C4)OC)O)C)C)O)OC)C)C)C)OC. (4) Drug 1: CC(C)NC(=O)C1=CC=C(C=C1)CNNC.Cl. Drug 2: CC12CCC3C(C1CCC2OP(=O)(O)O)CCC4=C3C=CC(=C4)OC(=O)N(CCCl)CCCl.[Na+]. Cell line: MCF7. Synergy scores: CSS=6.93, Synergy_ZIP=8.42, Synergy_Bliss=9.96, Synergy_Loewe=3.83, Synergy_HSA=0.157.